This data is from Full USPTO retrosynthesis dataset with 1.9M reactions from patents (1976-2016). The task is: Predict the reactants needed to synthesize the given product. (1) Given the product [S:18]1[CH:22]=[CH:21][N:20]=[C:19]1[C:23]1([NH:27][C:14]([C:5]2[CH:4]=[CH:3][C:2]([Br:1])=[C:7]([O:8][CH2:9][C:10]([F:11])([F:12])[F:13])[N:6]=2)=[O:16])[CH2:26][O:25][CH2:24]1, predict the reactants needed to synthesize it. The reactants are: [Br:1][C:2]1[CH:3]=[CH:4][C:5]([C:14]([OH:16])=O)=[N:6][C:7]=1[O:8][CH2:9][C:10]([F:13])([F:12])[F:11].Cl.[S:18]1[CH:22]=[CH:21][N:20]=[C:19]1[C:23]1([NH2:27])[CH2:26][O:25][CH2:24]1. (2) Given the product [O:1]1[C:5]2[CH:6]=[CH:7][C:8]([CH:10]([C:26]3[C:34]4[C:29](=[CH:30][C:31]([CH2:37][O:38][CH3:39])=[CH:32][CH:33]=4)[N:28]([CH3:36])[CH:27]=3)[C:11]([NH:13][S:14]([C:17]3[CH:22]=[CH:21][C:20]([CH3:23])=[CH:19][C:18]=3[O:24][CH3:25])(=[O:16])=[O:15])=[O:12])=[CH:9][C:4]=2[O:3][CH2:2]1, predict the reactants needed to synthesize it. The reactants are: [O:1]1[C:5]2[CH:6]=[CH:7][C:8]([CH:10]([C:26]3[C:34]4[C:29](=[CH:30][C:31](Br)=[CH:32][CH:33]=4)[N:28]([CH3:36])[CH:27]=3)[C:11]([NH:13][S:14]([C:17]3[CH:22]=[CH:21][C:20]([CH3:23])=[CH:19][C:18]=3[O:24][CH3:25])(=[O:16])=[O:15])=[O:12])=[CH:9][C:4]=2[O:3][CH2:2]1.[CH3:37][O:38][CH2:39][Sn](CCCC)(CCCC)CCCC. (3) Given the product [S:22]1[C:26]2[CH:27]=[CH:28][CH:29]=[C:30]([O:31][C:32]3[CH:38]=[CH:37][C:35]([NH:36][C:19]4[C:20]5[N:12]([CH2:11][CH2:10][OH:9])[CH:13]=[CH:14][C:15]=5[N:16]=[CH:17][N:18]=4)=[CH:34][C:33]=3[F:39])[C:25]=2[CH:24]=[N:23]1, predict the reactants needed to synthesize it. The reactants are: C([O:9][CH2:10][CH2:11][N:12]1[C:20]2[C:19](Cl)=[N:18][CH:17]=[N:16][C:15]=2[CH:14]=[CH:13]1)(=O)C1C=CC=CC=1.[S:22]1[C:26]2[CH:27]=[CH:28][CH:29]=[C:30]([O:31][C:32]3[CH:38]=[CH:37][C:35]([NH2:36])=[CH:34][C:33]=3[F:39])[C:25]=2[CH:24]=[N:23]1.[OH-].[Na+].